Task: Predict which catalyst facilitates the given reaction.. Dataset: Catalyst prediction with 721,799 reactions and 888 catalyst types from USPTO (1) Reactant: [NH2:1][C:2]1[N:7]=[CH:6][C:5]([N+:8]([O-:10])=[O:9])=[CH:4][N:3]=1.[C:11](Cl)(=[O:18])[C:12]1[CH:17]=[CH:16][CH:15]=[CH:14][CH:13]=1. Product: [N+:8]([C:5]1[CH:4]=[N:3][C:2]([NH:1][C:11](=[O:18])[C:12]2[CH:17]=[CH:16][CH:15]=[CH:14][CH:13]=2)=[N:7][CH:6]=1)([O-:10])=[O:9]. The catalyst class is: 17. (2) Reactant: [Br:1][C:2]1[CH:8]=[CH:7][CH:6]=[CH:5][C:3]=1[NH2:4].[CH2:9]([S:21](Cl)(=[O:23])=[O:22])[CH2:10][CH2:11][CH2:12][CH2:13][CH2:14][CH2:15][CH2:16][CH2:17][CH2:18][CH2:19][CH3:20]. Product: [Br:1][C:2]1[CH:8]=[CH:7][CH:6]=[CH:5][C:3]=1[NH:4][S:21]([CH2:9][CH2:10][CH2:11][CH2:12][CH2:13][CH2:14][CH2:15][CH2:16][CH2:17][CH2:18][CH2:19][CH3:20])(=[O:23])=[O:22]. The catalyst class is: 377. (3) Reactant: C(OC([NH:8][CH2:9][CH2:10][CH2:11][CH2:12][CH2:13][N:14]1[C:18]2=[C:19]([CH3:25])[N:20]=[C:21]3[CH:22]=[CH:23][CH:24]=[C:16]([N:17]23)[C:15]1=[O:26])=O)(C)(C)C.Cl.C(N(CC)CC)C.C1C=CC(N([S:42]([C:45]([F:48])([F:47])[F:46])(=[O:44])=[O:43])[S:42]([C:45]([F:48])([F:47])[F:46])(=[O:44])=[O:43])=CC=1. Product: [CH3:25][C:19]1[N:20]=[C:21]2[N:17]3[C:18]=1[N:14]([CH2:13][CH2:12][CH2:11][CH2:10][CH2:9][NH:8][S:42]([C:45]([F:48])([F:47])[F:46])(=[O:44])=[O:43])[C:15](=[O:26])[C:16]3=[CH:24][CH:23]=[CH:22]2. The catalyst class is: 449.